From a dataset of NCI-60 drug combinations with 297,098 pairs across 59 cell lines. Regression. Given two drug SMILES strings and cell line genomic features, predict the synergy score measuring deviation from expected non-interaction effect. (1) Drug 1: CCC1=CC2CC(C3=C(CN(C2)C1)C4=CC=CC=C4N3)(C5=C(C=C6C(=C5)C78CCN9C7C(C=CC9)(C(C(C8N6C)(C(=O)OC)O)OC(=O)C)CC)OC)C(=O)OC.C(C(C(=O)O)O)(C(=O)O)O. Drug 2: CC(C)(C#N)C1=CC(=CC(=C1)CN2C=NC=N2)C(C)(C)C#N. Cell line: MALME-3M. Synergy scores: CSS=31.0, Synergy_ZIP=3.99, Synergy_Bliss=4.43, Synergy_Loewe=-5.38, Synergy_HSA=3.53. (2) Synergy scores: CSS=83.3, Synergy_ZIP=-0.0187, Synergy_Bliss=-1.16, Synergy_Loewe=-1.49, Synergy_HSA=1.46. Drug 1: CCC1=CC2CC(C3=C(CN(C2)C1)C4=CC=CC=C4N3)(C5=C(C=C6C(=C5)C78CCN9C7C(C=CC9)(C(C(C8N6C)(C(=O)OC)O)OC(=O)C)CC)OC)C(=O)OC.C(C(C(=O)O)O)(C(=O)O)O. Drug 2: CC1=C2C(C(=O)C3(C(CC4C(C3C(C(C2(C)C)(CC1OC(=O)C(C(C5=CC=CC=C5)NC(=O)C6=CC=CC=C6)O)O)OC(=O)C7=CC=CC=C7)(CO4)OC(=O)C)O)C)OC(=O)C. Cell line: MOLT-4. (3) Cell line: A498. Synergy scores: CSS=0.265, Synergy_ZIP=1.01, Synergy_Bliss=-0.444, Synergy_Loewe=-2.55, Synergy_HSA=-4.38. Drug 1: CCC1(CC2CC(C3=C(CCN(C2)C1)C4=CC=CC=C4N3)(C5=C(C=C6C(=C5)C78CCN9C7C(C=CC9)(C(C(C8N6C)(C(=O)OC)O)OC(=O)C)CC)OC)C(=O)OC)O.OS(=O)(=O)O. Drug 2: COC1=C2C(=CC3=C1OC=C3)C=CC(=O)O2. (4) Drug 1: CC1=C(C=C(C=C1)NC2=NC=CC(=N2)N(C)C3=CC4=NN(C(=C4C=C3)C)C)S(=O)(=O)N.Cl. Drug 2: CN(C(=O)NC(C=O)C(C(C(CO)O)O)O)N=O. Cell line: PC-3. Synergy scores: CSS=-0.747, Synergy_ZIP=-1.97, Synergy_Bliss=-5.24, Synergy_Loewe=-4.00, Synergy_HSA=-3.94. (5) Drug 1: C1CN1P(=S)(N2CC2)N3CC3. Drug 2: N.N.Cl[Pt+2]Cl. Cell line: CCRF-CEM. Synergy scores: CSS=79.4, Synergy_ZIP=-0.174, Synergy_Bliss=-0.785, Synergy_Loewe=-2.75, Synergy_HSA=1.55. (6) Drug 1: CC1CCC2CC(C(=CC=CC=CC(CC(C(=O)C(C(C(=CC(C(=O)CC(OC(=O)C3CCCCN3C(=O)C(=O)C1(O2)O)C(C)CC4CCC(C(C4)OC)OCCO)C)C)O)OC)C)C)C)OC. Drug 2: CN(CCCl)CCCl.Cl. Cell line: T-47D. Synergy scores: CSS=31.9, Synergy_ZIP=-6.90, Synergy_Bliss=0.752, Synergy_Loewe=1.12, Synergy_HSA=2.41. (7) Drug 1: CCCCC(=O)OCC(=O)C1(CC(C2=C(C1)C(=C3C(=C2O)C(=O)C4=C(C3=O)C=CC=C4OC)O)OC5CC(C(C(O5)C)O)NC(=O)C(F)(F)F)O. Drug 2: CCC1(C2=C(COC1=O)C(=O)N3CC4=CC5=C(C=CC(=C5CN(C)C)O)N=C4C3=C2)O.Cl. Cell line: UO-31. Synergy scores: CSS=9.31, Synergy_ZIP=-8.69, Synergy_Bliss=-3.37, Synergy_Loewe=-4.68, Synergy_HSA=-3.38. (8) Drug 1: CCC(=C(C1=CC=CC=C1)C2=CC=C(C=C2)OCCN(C)C)C3=CC=CC=C3.C(C(=O)O)C(CC(=O)O)(C(=O)O)O. Drug 2: CC1=C2C(C(=O)C3(C(CC4C(C3C(C(C2(C)C)(CC1OC(=O)C(C(C5=CC=CC=C5)NC(=O)OC(C)(C)C)O)O)OC(=O)C6=CC=CC=C6)(CO4)OC(=O)C)O)C)O. Cell line: IGROV1. Synergy scores: CSS=6.70, Synergy_ZIP=10.4, Synergy_Bliss=14.8, Synergy_Loewe=12.6, Synergy_HSA=12.5.